Dataset: Peptide-MHC class II binding affinity with 134,281 pairs from IEDB. Task: Regression. Given a peptide amino acid sequence and an MHC pseudo amino acid sequence, predict their binding affinity value. This is MHC class II binding data. (1) The peptide sequence is KIHLLNSNALLRALR. The MHC is DRB1_0101 with pseudo-sequence DRB1_0101. The binding affinity (normalized) is 0.694. (2) The peptide sequence is YVGGERLSTYKVEFT. The MHC is DRB1_0101 with pseudo-sequence DRB1_0101. The binding affinity (normalized) is 0.595. (3) The peptide sequence is IDLSIQNYHTFLIYI. The MHC is HLA-DQA10501-DQB10301 with pseudo-sequence HLA-DQA10501-DQB10301. The binding affinity (normalized) is 0.250. (4) The peptide sequence is SSYAATEVANAAAGQ. The MHC is DRB4_0101 with pseudo-sequence DRB4_0103. The binding affinity (normalized) is 0.260. (5) The peptide sequence is AFILDCDNLFPKV. The MHC is DRB1_0401 with pseudo-sequence DRB1_0401. The binding affinity (normalized) is 0.718. (6) The peptide sequence is MASSSSVLLVVALFA. The MHC is DRB1_0401 with pseudo-sequence DRB1_0401. The binding affinity (normalized) is 0.340.